Dataset: Catalyst prediction with 721,799 reactions and 888 catalyst types from USPTO. Task: Predict which catalyst facilitates the given reaction. (1) Reactant: [F:1][C:2]([F:22])([F:21])[O:3][C:4]1[CH:9]=[CH:8][C:7]([C:10]2[S:11][CH:12]=[C:13]([CH2:15][NH:16][CH:17]3[CH2:20][CH2:19][CH2:18]3)[N:14]=2)=[CH:6][CH:5]=1.[CH3:23][N:24]1[CH:28]=[C:27]([C:29](O)=[O:30])[N:26]=[CH:25]1.C[NH3+].F[P-](F)(F)(F)(F)F.N1(OC(N(C)C)=[N+](C)C)C2N=CC=CC=2N=N1.F[P-](F)(F)(F)(F)F.C(N(C(C)C)CC)(C)C. Product: [CH:17]1([N:16]([CH2:15][C:13]2[N:14]=[C:10]([C:7]3[CH:8]=[CH:9][C:4]([O:3][C:2]([F:1])([F:21])[F:22])=[CH:5][CH:6]=3)[S:11][CH:12]=2)[C:29]([C:27]2[N:26]=[CH:25][N:24]([CH3:23])[CH:28]=2)=[O:30])[CH2:20][CH2:19][CH2:18]1. The catalyst class is: 47. (2) Reactant: [N:1]1[CH:6]=[CH:5][CH:4]=[C:3]([CH:7]=[O:8])[CH:2]=1.[NH2:9][C:10]1[CH:15]=[CH:14][C:13]([CH2:16][C:17]([O:19][CH3:20])=[O:18])=[CH:12][C:11]=1O.C(O)(=O)C.C(O)(=O)C.IC1C=CC=CC=1. Product: [N:1]1[CH:6]=[CH:5][CH:4]=[C:3]([C:7]2[O:8][C:11]3[CH:12]=[C:13]([CH2:16][C:17]([O:19][CH3:20])=[O:18])[CH:14]=[CH:15][C:10]=3[N:9]=2)[CH:2]=1. The catalyst class is: 14. (3) Product: [CH2:1]([O:3][C:4](=[O:17])[CH2:5][CH2:6][N:7]1[C:8]2[CH:13]=[C:12]([C:14]#[N:15])[CH:11]=[CH:10][C:9]=2[NH:16][C:23]1=[O:24])[CH3:2]. The catalyst class is: 373. Reactant: [CH2:1]([O:3][C:4](=[O:17])[CH2:5][CH2:6][NH:7][C:8]1[CH:13]=[C:12]([C:14]#[N:15])[CH:11]=[CH:10][C:9]=1[NH2:16])[CH3:2].C1N=CN([C:23](N2C=NC=C2)=[O:24])C=1. (4) Reactant: C=O.[F:3][C:4]([F:23])([F:22])[C:5]1[CH:6]=[C:7]([S:11]([N:14]2[CH2:19][CH2:18][CH:17]([O:20][NH2:21])[CH2:16][CH2:15]2)(=[O:13])=[O:12])[CH:8]=[CH:9][CH:10]=1.[C:24](O[BH-](OC(=O)C)OC(=O)C)(=O)C.[Na+]. Product: [CH3:24][NH:21][O:20][CH:17]1[CH2:16][CH2:15][N:14]([S:11]([C:7]2[CH:8]=[CH:9][CH:10]=[C:5]([C:4]([F:3])([F:22])[F:23])[CH:6]=2)(=[O:13])=[O:12])[CH2:19][CH2:18]1. The catalyst class is: 756. (5) Reactant: [Cl:1][C:2]1[CH:3]=[CH:4][C:5]([O:13]C)=[C:6]([CH2:8][C:9]([NH:11][CH3:12])=[O:10])[CH:7]=1.B(Br)(Br)Br.C(OC(C)C)(C)C.CO. Product: [Cl:1][C:2]1[CH:3]=[CH:4][C:5]([OH:13])=[C:6]([CH2:8][C:9]([NH:11][CH3:12])=[O:10])[CH:7]=1. The catalyst class is: 96. (6) The catalyst class is: 7. Product: [C:44]([O:27][C@:14]([C@@H:10]1[O:11][CH2:12][CH2:13][NH:8][CH2:9]1)([C:28]1[CH:33]=[CH:32][CH:31]=[CH:30][CH:29]=1)[CH2:15][C:16]1[CH:21]=[CH:20][CH:19]=[CH:18][C:17]=1[S:22][C:23]([F:25])([F:26])[F:24])(=[O:45])[CH3:43]. Reactant: C([N:8]1[CH2:13][CH2:12][O:11][CH:10]([C:14]([C:28]2[CH:33]=[CH:32][CH:31]=[CH:30][CH:29]=2)([OH:27])[CH2:15][C:16]2[CH:21]=[CH:20][CH:19]=[CH:18][C:17]=2[S:22][C:23]([F:26])([F:25])[F:24])[CH2:9]1)C1C=CC=CC=1.CCN(C(C)C)C(C)C.[CH3:43][CH:44](Cl)[O:45]C(Cl)=O. (7) Reactant: [CH:1]1([N:4]([CH2:29][C:30]2[CH:35]=[C:34]([CH2:36][CH2:37][CH2:38][O:39][CH3:40])[CH:33]=[C:32]([O:41][CH2:42][CH2:43][O:44][CH3:45])[CH:31]=2)[C:5]([C@@H:7]2[C@@:12]([OH:21])([C:13]3[CH:18]=[CH:17][C:16](=[O:19])[N:15]([CH3:20])[CH:14]=3)[CH2:11][CH2:10][N:9](C(OC(C)(C)C)=O)[CH2:8]2)=[O:6])[CH2:3][CH2:2]1.Cl. Product: [CH:1]1([N:4]([CH2:29][C:30]2[CH:35]=[C:34]([CH2:36][CH2:37][CH2:38][O:39][CH3:40])[CH:33]=[C:32]([O:41][CH2:42][CH2:43][O:44][CH3:45])[CH:31]=2)[C:5]([CH:7]2[C:12]([OH:21])([C:13]3[CH:18]=[CH:17][C:16](=[O:19])[N:15]([CH3:20])[CH:14]=3)[CH2:11][CH2:10][NH:9][CH2:8]2)=[O:6])[CH2:2][CH2:3]1. The catalyst class is: 2. (8) Reactant: [N+:1]([C:4]1[CH:8]=[CH:7][NH:6][N:5]=1)([O-:3])=[O:2].[H-].[Na+].Br[CH:12]([OH:15])[CH2:13][CH3:14]. Product: [N+:1]([C:4]1[CH:8]=[CH:7][N:6]([CH2:14][CH2:13][CH2:12][OH:15])[N:5]=1)([O-:3])=[O:2]. The catalyst class is: 9. (9) Reactant: C(OC([N:8]([CH2:10][C:11]1[C:15]([CH3:16])=[N:14][O:13][N:12]=1)[NH2:9])=O)(C)(C)C.[ClH:17]. Product: [ClH:17].[CH3:16][C:15]1[C:11]([CH2:10][NH:8][NH2:9])=[N:12][O:13][N:14]=1. The catalyst class is: 71. (10) Reactant: [C:1]1([CH2:7][CH2:8][O:9][CH2:10][C:11]2[O:15][N:14]=[C:13]([C:16]([O:18]CC)=[O:17])[CH:12]=2)[CH:6]=[CH:5][CH:4]=[CH:3][CH:2]=1.C(O)C.[OH-].[K+]. Product: [C:1]1([CH2:7][CH2:8][O:9][CH2:10][C:11]2[O:15][N:14]=[C:13]([C:16]([OH:18])=[O:17])[CH:12]=2)[CH:6]=[CH:5][CH:4]=[CH:3][CH:2]=1. The catalyst class is: 6.